Dataset: Reaction yield outcomes from USPTO patents with 853,638 reactions. Task: Predict the reaction yield, written as a fraction of the theoretical maximum amount of product (1.0 means a 100% yield; for example, 0.34 means a 34% yield). (1) The reactants are [CH3:1][C:2]1[CH:7]=[C:6](B2OC(C)(C)C(C)(C)O2)[CH:5]=[C:4]([CH3:17])[C:3]=1[C:18]1[C:22](=[O:23])[CH2:21][CH:20]([CH2:24][CH2:25][NH:26][C:27]([C:29]2[CH:34]=[CH:33][CH:32]=[CH:31][N:30]=2)=[O:28])[C:19]=1[O:35][CH3:36].C(=O)([O-])[O-].[K+].[K+].Cl.[NH:44]1[CH:48]=[C:47]([C:49]#[N:50])[CH:46]=[N:45]1.C(N(CC([O-])=O)CC([O-])=O)CN(CC([O-])=O)CC([O-])=O.[Na+].[Na+].[Na+].[Na+]. The catalyst is N1C=CC=CC=1.CCOC(C)=O.CCOCC.C([O-])(=O)C.[Cu+2].C([O-])(=O)C.CCOC(C)=O. The product is [C:49]([C:47]1[CH:48]=[N:44][N:45]([C:6]2[CH:5]=[C:4]([CH3:17])[C:3]([C:18]3[C:22](=[O:23])[CH2:21][CH:20]([CH2:24][CH2:25][NH:26][C:27]([C:29]4[CH:34]=[CH:33][CH:32]=[CH:31][N:30]=4)=[O:28])[C:19]=3[O:35][CH3:36])=[C:2]([CH3:1])[CH:7]=2)[CH:46]=1)#[N:50]. The yield is 0.140. (2) The reactants are [CH:1]1[C:6]([NH2:7])=[CH:5][CH:4]=[C:3]([OH:8])[CH:2]=1.[F:9][C:10]([F:20])([F:19])[C:11]1[CH:18]=[CH:17][C:14]([CH2:15]O)=[CH:13][CH:12]=1.C1(P(C2C=CC=CC=2)C2C=CC=CC=2)C=CC=CC=1.N(C(OCC)=O)=NC(OCC)=O. The catalyst is O1CCCC1.C(OCC)(=O)C. The product is [F:9][C:10]([F:19])([F:20])[C:11]1[CH:18]=[CH:17][C:14]([CH2:15][O:8][C:3]2[CH:4]=[CH:5][C:6]([NH2:7])=[CH:1][CH:2]=2)=[CH:13][CH:12]=1. The yield is 0.550. (3) The reactants are [CH:1]1([C:4]2[CH:9]=[CH:8][C:7]([N:10]3[CH2:14][CH2:13][C:12]4([CH2:19][CH2:18][NH:17][CH2:16][CH2:15]4)[C:11]3=[O:20])=[CH:6][CH:5]=2)[CH2:3][CH2:2]1.S(Cl)([Cl:24])(=O)=O.CCN(CC)CC. The catalyst is C(Cl)(Cl)Cl. The product is [Cl:24][C:6]1[CH:5]=[C:4]([CH:1]2[CH2:3][CH2:2]2)[CH:9]=[CH:8][C:7]=1[N:10]1[CH2:14][CH2:13][C:12]2([CH2:19][CH2:18][NH:17][CH2:16][CH2:15]2)[C:11]1=[O:20]. The yield is 0.300. (4) The reactants are Cl[C:2]1[CH:3]=[C:4]([CH:8]=[C:9]([N:11]([CH3:13])[CH3:12])[N:10]=1)[C:5]([OH:7])=[O:6].[C:14]([O:18][C:19]([C:21]1[CH:26]=[CH:25][C:24](B(O)O)=[CH:23][CH:22]=1)=[O:20])([CH3:17])([CH3:16])[CH3:15].C(=O)([O-])[O-].[Na+].[Na+].C1(P(C2CCCCC2)C2C=CC=CC=2C2C(OC)=CC=CC=2OC)CCCCC1. The catalyst is O.C([O-])(=O)C.[Pd+2].C([O-])(=O)C.O1CCOCC1. The product is [C:14]([O:18][C:19]([C:21]1[CH:26]=[CH:25][C:24]([C:2]2[CH:3]=[C:4]([CH:8]=[C:9]([N:11]([CH3:13])[CH3:12])[N:10]=2)[C:5]([OH:7])=[O:6])=[CH:23][CH:22]=1)=[O:20])([CH3:17])([CH3:15])[CH3:16]. The yield is 0.650.